This data is from Catalyst prediction with 721,799 reactions and 888 catalyst types from USPTO. The task is: Predict which catalyst facilitates the given reaction. (1) Reactant: [CH:1]1([C:4]2[N:8]([C:9]3[N:14]=[CH:13][C:12]([NH:15][C:16](=[O:25])[C:17](=[CH:21][N:22](C)[CH3:23])[C:18](=O)[CH3:19])=[CH:11][N:10]=3)[N:7]=[C:6]([C:26]([F:29])([F:28])[F:27])[CH:5]=2)[CH2:3][CH2:2]1.C(O)(=O)C.C(N)=[NH:35].CC[O-].[Na+]. Product: [CH:1]1([C:4]2[N:8]([C:9]3[N:10]=[CH:11][C:12]([NH:15][C:16]([C:17]4[C:18]([CH3:19])=[N:35][CH:23]=[N:22][CH:21]=4)=[O:25])=[CH:13][N:14]=3)[N:7]=[C:6]([C:26]([F:27])([F:28])[F:29])[CH:5]=2)[CH2:2][CH2:3]1. The catalyst class is: 8. (2) Reactant: [CH2:1]([O:8][C:9]1[CH:10]=[C:11]([CH:17](O)[CH3:18])[CH:12]=[CH:13][C:14]=1[O:15][CH3:16])[C:2]1[CH:7]=[CH:6][CH:5]=[CH:4][CH:3]=1.C1(P([N:34]=[N+:35]=[N-:36])(C2C=CC=CC=2)=O)C=CC=CC=1.N12CCCN=C1CCCCC2. Product: [N:34]([CH:17]([C:11]1[CH:12]=[CH:13][C:14]([O:15][CH3:16])=[C:9]([O:8][CH2:1][C:2]2[CH:7]=[CH:6][CH:5]=[CH:4][CH:3]=2)[CH:10]=1)[CH3:18])=[N+:35]=[N-:36]. The catalyst class is: 11. (3) Reactant: [ClH:1].CC(OCC1C2C(=CC=CC=2)C(COC(C)=O)=C2C=1C=CC=C2)=O.C(O)=O.[C:29]([C:31]1[CH:56]=[CH:55][C:34]([CH2:35][N:36]2[CH2:43][CH:42]3[O:44][CH:38]([CH2:39][N:40]([CH2:45][CH2:46][NH:47]C(=O)OC(C)(C)C)[CH2:41]3)[CH2:37]2)=[CH:33][CH:32]=1)#[N:30]. Product: [ClH:1].[NH2:47][CH2:46][CH2:45][N:40]1[CH2:41][CH:42]2[O:44][CH:38]([CH2:37][N:36]([CH2:35][C:34]3[CH:33]=[CH:32][C:31]([C:29]#[N:30])=[CH:56][CH:55]=3)[CH2:43]2)[CH2:39]1. The catalyst class is: 13.